From a dataset of Full USPTO retrosynthesis dataset with 1.9M reactions from patents (1976-2016). Predict the reactants needed to synthesize the given product. (1) Given the product [Br:37][C:38]1[CH:39]=[C:40]([C:51]([F:53])([F:54])[F:52])[C:41]2[N:42]([C:44]([Cl:50])=[C:45]([C:47]([N:16]3[CH2:17][CH2:18][C@H:19]([N:20]4[CH2:24][CH2:23][CH2:22][C:21]4=[O:25])[C@H:14]([O:13][Si:12]([C:9]([CH3:8])([CH3:10])[CH3:11])([CH3:27])[CH3:26])[CH2:15]3)=[O:48])[N:46]=2)[CH:43]=1, predict the reactants needed to synthesize it. The reactants are: OC(C(F)(F)F)=O.[CH3:8][C:9]([Si:12]([CH3:27])([CH3:26])[O:13][C@H:14]1[C@@H:19]([N:20]2[CH2:24][CH2:23][CH2:22][C:21]2=[O:25])[CH2:18][CH2:17][NH:16][CH2:15]1)([CH3:11])[CH3:10].CCN(C(C)C)C(C)C.[Br:37][C:38]1[CH:39]=[C:40]([C:51]([F:54])([F:53])[F:52])[C:41]2[N:42]([C:44]([Cl:50])=[C:45]([C:47](O)=[O:48])[N:46]=2)[CH:43]=1.CN(C(ON1N=NC2C=CC=NC1=2)=[N+](C)C)C.F[P-](F)(F)(F)(F)F. (2) Given the product [N+:24]([C:20]1[CH:19]=[C:18]([CH:23]=[CH:22][CH:21]=1)[CH2:17][N:5]1[CH2:6][CH:3]([OH:2])[CH2:4]1)([O-:26])=[O:25], predict the reactants needed to synthesize it. The reactants are: [Cl-].[OH:2][CH:3]1[CH2:6][NH2+:5][CH2:4]1.CCN(C(C)C)C(C)C.Br[CH2:17][C:18]1[CH:23]=[CH:22][CH:21]=[C:20]([N+:24]([O-:26])=[O:25])[CH:19]=1. (3) Given the product [Cl:7][C:8]1[CH:13]=[C:12]([CH:14]=[O:15])[CH:11]=[N:10][C:9]=1[CH2:19][OH:20], predict the reactants needed to synthesize it. The reactants are: C(O)(=O)C(O)=O.[Cl:7][C:8]1[C:9]([CH2:19][OH:20])=[N:10][CH:11]=[C:12]([CH:14]2OCC[O:15]2)[CH:13]=1.CC(C)=O.[OH-].[Na+].